Predict the product of the given reaction. From a dataset of Forward reaction prediction with 1.9M reactions from USPTO patents (1976-2016). Given the reactants [NH:1]([C:3]1[CH:17]=[CH:16][CH:15]=[CH:14][C:4]=1[O:5][C:6]1[CH:11]=[CH:10][C:9]([CH3:12])=[CH:8][C:7]=1[OH:13])[NH2:2].[CH2:18]([O:20][C:21](=[O:27])[CH:22]([CH:25]=O)[CH:23]=O)[CH3:19].C([O-])(=O)C.[Na+], predict the reaction product. The product is: [CH2:18]([O:20][C:21]([C:22]1[CH:23]=[N:2][N:1]([C:3]2[CH:17]=[CH:16][CH:15]=[CH:14][C:4]=2[O:5][C:6]2[CH:11]=[CH:10][C:9]([CH3:12])=[CH:8][C:7]=2[OH:13])[CH:25]=1)=[O:27])[CH3:19].